This data is from Forward reaction prediction with 1.9M reactions from USPTO patents (1976-2016). The task is: Predict the product of the given reaction. (1) Given the reactants [N:1]1([CH2:7][C:8]2[CH:9]=[C:10]([CH:21]=[CH:22][CH:23]=2)[C:11]([NH:13][C:14]([CH3:20])([CH3:19])[C:15]([F:18])([F:17])[F:16])=[O:12])[CH2:6][CH2:5][NH:4][CH2:3][CH2:2]1.[NH2:24][C:25]1[CH:33]=[CH:32][C:28]([C:29](O)=[O:30])=[CH:27][CH:26]=1.C(N(CC)CC)C.CCCP1(OP(CCC)(=O)OP(CCC)(=O)O1)=O, predict the reaction product. The product is: [NH2:24][C:25]1[CH:33]=[CH:32][C:28]([C:29]([N:4]2[CH2:5][CH2:6][N:1]([CH2:7][C:8]3[CH:9]=[C:10]([CH:21]=[CH:22][CH:23]=3)[C:11]([NH:13][C:14]([CH3:20])([CH3:19])[C:15]([F:16])([F:18])[F:17])=[O:12])[CH2:2][CH2:3]2)=[O:30])=[CH:27][CH:26]=1. (2) Given the reactants [Br:1][C:2]1[S:3][C:4]([N:11]([CH2:18][CH3:19])[CH:12]2[CH2:17][CH2:16][O:15][CH2:14][CH2:13]2)=[C:5]([CH3:10])[C:6]=1[C:7]([OH:9])=O.Cl.[NH2:21][CH2:22][C:23]1[C:24](=[O:31])[NH:25][C:26]([CH3:30])=[CH:27][C:28]=1[CH3:29].C(Cl)CCl.C1C=NC2N(O)N=NC=2C=1.CN1CCOCC1, predict the reaction product. The product is: [Br:1][C:2]1[S:3][C:4]([N:11]([CH2:18][CH3:19])[CH:12]2[CH2:17][CH2:16][O:15][CH2:14][CH2:13]2)=[C:5]([CH3:10])[C:6]=1[C:7]([NH:21][CH2:22][C:23]1[C:24](=[O:31])[NH:25][C:26]([CH3:30])=[CH:27][C:28]=1[CH3:29])=[O:9].